This data is from Experimentally validated miRNA-target interactions with 360,000+ pairs, plus equal number of negative samples. The task is: Binary Classification. Given a miRNA mature sequence and a target amino acid sequence, predict their likelihood of interaction. (1) The miRNA is mmu-miR-3473d with sequence CCACUGAGCCACUUUCCAGCCCUU. The protein sequence of the target gene is MRLSTATLLLLLASCLSPGHGILEAHYTNLKCRCSGVISTVVGLNIIDRIQVTPPGNGCPKTEVVIWTKMKKVICVNPRAKWLQRLLRHVQSKSLSSTPQAPVSKRRAA. Result: 0 (no interaction). (2) The miRNA is hsa-miR-125a-5p with sequence UCCCUGAGACCCUUUAACCUGUGA. The protein sequence of the target gene is MTDFKLGIVRLGRVAGKTKYTLIDEQDIPLVESYSFEARMEVDADGNGAKIFAYAFDKNRGRGSGRLLHELLWERHRGGVAPGFQVVHLNAVTVDNRLDNLQLVPWGWRPKAEETSSKQREQSLYWLAIQQLPTDPIEEQFPVLNVTRYYNANGDVVEEEENSCTYYECHYPPCTVIEKQLREFNICGRCQVARYCGSQCQQKDWPAHKKHCRERKRPFQHELEPER. Result: 1 (interaction).